Dataset: Peptide-MHC class II binding affinity with 134,281 pairs from IEDB. Task: Regression. Given a peptide amino acid sequence and an MHC pseudo amino acid sequence, predict their binding affinity value. This is MHC class II binding data. (1) The peptide sequence is VPLEVKREACPGTSV. The MHC is HLA-DQA10102-DQB10501 with pseudo-sequence HLA-DQA10102-DQB10501. The binding affinity (normalized) is 0.442. (2) The peptide sequence is AFLLLGLAGNSSPSA. The MHC is HLA-DPA10103-DPB10301 with pseudo-sequence HLA-DPA10103-DPB10301. The binding affinity (normalized) is 0.445. (3) The peptide sequence is KNLYDHALMSIISTF. The MHC is DRB1_0701 with pseudo-sequence DRB1_0701. The binding affinity (normalized) is 0.743. (4) The peptide sequence is AFKVAATAANAAPHN. The MHC is DRB1_0802 with pseudo-sequence DRB1_0802. The binding affinity (normalized) is 0.735. (5) The peptide sequence is ELLKTVRLIKFLYQSNP. The MHC is HLA-DQA10102-DQB10602 with pseudo-sequence HLA-DQA10102-DQB10602. The binding affinity (normalized) is 0.373.